From a dataset of Full USPTO retrosynthesis dataset with 1.9M reactions from patents (1976-2016). Predict the reactants needed to synthesize the given product. Given the product [CH3:1][O:2][C:3]([C:5]1[C:10]([NH2:11])=[N:9][CH:8]=[C:7]([CH2:26][CH:27]([CH3:29])[CH3:28])[N:6]=1)=[O:4], predict the reactants needed to synthesize it. The reactants are: [CH3:1][O:2][C:3]([C:5]1[C:10]([N:11](C(OC(C)(C)C)=O)C(OC(C)(C)C)=O)=[N:9][CH:8]=[C:7]([CH2:26][CH:27]([CH3:29])[CH3:28])[N:6]=1)=[O:4].FC(F)(F)C(O)=O.CCCCCCC.C(OCC)(=O)C.